Dataset: Full USPTO retrosynthesis dataset with 1.9M reactions from patents (1976-2016). Task: Predict the reactants needed to synthesize the given product. Given the product [CH3:1][O:2][C:3]1[C:4]([C:18]([OH:20])=[O:19])=[N:5][N:6]2[C:15]3[C:10](=[CH:11][CH:12]=[CH:13][CH:14]=3)[N:9]([CH3:16])[C:8](=[O:17])[C:7]=12, predict the reactants needed to synthesize it. The reactants are: [CH3:1][O:2][C:3]1[C:4]([C:18]([O:20]C)=[O:19])=[N:5][N:6]2[C:15]3[C:10](=[CH:11][CH:12]=[CH:13][CH:14]=3)[N:9]([CH3:16])[C:8](=[O:17])[C:7]=12.[OH-].[Na+].Cl.